This data is from Full USPTO retrosynthesis dataset with 1.9M reactions from patents (1976-2016). The task is: Predict the reactants needed to synthesize the given product. (1) Given the product [OH:1][CH2:2][CH2:3][N:4]([CH:22]([CH3:24])[CH3:23])[C:5]([C:7]1[S:8][C:9]2[CH2:10][CH2:11][O:12][C:13]3[CH:20]=[CH:19][C:18]([C:33]4[CH:34]=[N:35][N:36]([CH2:38][C@H:39]([OH:41])[CH3:40])[CH:37]=4)=[CH:17][C:14]=3[C:15]=2[N:16]=1)=[O:6], predict the reactants needed to synthesize it. The reactants are: [OH:1][CH2:2][CH2:3][N:4]([CH:22]([CH3:24])[CH3:23])[C:5]([C:7]1[S:8][C:9]2[CH2:10][CH2:11][O:12][C:13]3[CH:20]=[CH:19][C:18](Br)=[CH:17][C:14]=3[C:15]=2[N:16]=1)=[O:6].CC1(C)C(C)(C)OB([C:33]2[CH:34]=[N:35][N:36]([CH2:38][C@H:39]([OH:41])[CH3:40])[CH:37]=2)O1. (2) Given the product [CH3:21][C:22]1[C:26]([C:2]2[CH:11]=[CH:10][C:9]3[NH:12][C:13](=[O:14])[N:7]4[C:8]=3[C:3]=2[CH2:4][CH2:5][CH:6]4[C:15]2[CH:20]=[CH:19][CH:18]=[CH:17][CH:16]=2)=[C:25]([CH3:30])[O:24][N:23]=1, predict the reactants needed to synthesize it. The reactants are: Br[C:2]1[CH:11]=[CH:10][C:9]2[NH:12][C:13](=[O:14])[N:7]3[C:8]=2[C:3]=1[CH2:4][CH2:5][CH:6]3[C:15]1[CH:20]=[CH:19][CH:18]=[CH:17][CH:16]=1.[CH3:21][C:22]1[C:26](B(O)O)=[C:25]([CH3:30])[O:24][N:23]=1.C(=O)([O-])[O-].[Cs+].[Cs+]. (3) Given the product [NH2:20][C:18]1[C:17]([F:23])=[CH:16][C:3]([O:4][C:5]2[CH:10]=[CH:9][N:8]=[C:7]([NH:11][C:12](=[O:15])[CH2:13][CH3:14])[CH:6]=2)=[C:2]([F:1])[CH:19]=1, predict the reactants needed to synthesize it. The reactants are: [F:1][C:2]1[CH:19]=[C:18]([N+:20]([O-])=O)[C:17]([F:23])=[CH:16][C:3]=1[O:4][C:5]1[CH:10]=[CH:9][N:8]=[C:7]([NH:11][C:12](=[O:15])[CH2:13][CH3:14])[CH:6]=1.[NH4+].[Cl-]. (4) Given the product [N:1]1[CH:6]=[CH:5][CH:4]=[CH:3][C:2]=1[S:7][S:8][CH2:9][CH2:10][CH:11]([S:29]([OH:32])(=[O:31])=[O:30])[C:12]([OH:14])=[O:13], predict the reactants needed to synthesize it. The reactants are: [N:1]1[CH:6]=[CH:5][CH:4]=[CH:3][C:2]=1[S:7][S:8][CH2:9][CH2:10][CH2:11][C:12]([OH:14])=[O:13].N1C=CC=CC=1SSC1C=CC=CN=1.[S:29](Cl)(=[O:32])(=[O:31])[OH:30].[OH-].[Na+]. (5) Given the product [NH2:14][C:15]1[S:16][C:17]2[CH:23]=[C:22]([S:24][C:25]([CH3:30])([CH3:29])[C:26]([NH:3][CH:4]([CH3:6])[CH3:5])=[O:28])[CH:21]=[CH:20][C:18]=2[N:19]=1, predict the reactants needed to synthesize it. The reactants are: C([N:3](C(C)C)[CH:4]([CH3:6])[CH3:5])C.C(N)(C)C.[NH2:14][C:15]1[S:16][C:17]2[CH:23]=[C:22]([S:24][C:25]([CH3:30])([CH3:29])[C:26]([OH:28])=O)[CH:21]=[CH:20][C:18]=2[N:19]=1.Cl.CN(C)CCCN=C=NCC.